This data is from Reaction yield outcomes from USPTO patents with 853,638 reactions. The task is: Predict the reaction yield, written as a fraction of the theoretical maximum amount of product (1.0 means a 100% yield; for example, 0.34 means a 34% yield). (1) The reactants are [F:1][C:2]1[CH:3]=[C:4]([CH:43]=[C:44]([F:46])[CH:45]=1)[CH2:5][C:6]1[CH:7]=[C:8]2[C:12](=[CH:13][CH:14]=1)[NH:11][N:10]=[C:9]2[NH:15][C:16]([C:18]1[CH:23]=[CH:22][C:21]([N:24]2[CH2:29][CH2:28][N:27]([CH3:30])[CH2:26][CH2:25]2)=[CH:20][C:19]=1[NH:31][CH:32]1[CH2:37][CH2:36][N:35](C(OCC)=O)[CH2:34][CH2:33]1)=[O:17].C(OCC)(=O)C. The catalyst is Br.O.[OH-].[NH4+]. The product is [F:1][C:2]1[CH:3]=[C:4]([CH:43]=[C:44]([F:46])[CH:45]=1)[CH2:5][C:6]1[CH:7]=[C:8]2[C:12](=[CH:13][CH:14]=1)[NH:11][N:10]=[C:9]2[NH:15][C:16](=[O:17])[C:18]1[CH:23]=[CH:22][C:21]([N:24]2[CH2:29][CH2:28][N:27]([CH3:30])[CH2:26][CH2:25]2)=[CH:20][C:19]=1[NH:31][CH:32]1[CH2:33][CH2:34][NH:35][CH2:36][CH2:37]1. The yield is 0.720. (2) The yield is 0.490. The catalyst is CN(C=O)C. The reactants are [SH:1][C:2]1[C:3]([C:8]2[CH:15]=[CH:14][C:11]([C:12]#[N:13])=[CH:10][CH:9]=2)=[N:4][CH:5]=[CH:6][CH:7]=1.Br[C:17]([CH3:24])([CH3:23])[C:18]([O:20][CH2:21][CH3:22])=[O:19].C([O-])([O-])=O.[K+].[K+]. The product is [C:12]([C:11]1[CH:14]=[CH:15][C:8]([C:3]2[C:2]([S:1][C:17]([CH3:24])([CH3:23])[C:18]([O:20][CH2:21][CH3:22])=[O:19])=[CH:7][CH:6]=[CH:5][N:4]=2)=[CH:9][CH:10]=1)#[N:13]. (3) The reactants are [N:1]1([CH2:8][CH2:9][O:10][C:11]2[CH:16]=[CH:15][C:14]([C:17]([C:19]3[C:28]4[C:23](=[CH:24][C:25]([O:29][CH3:30])=[CH:26][CH:27]=4)[CH:22]=[CH:21][C:20]=3[OH:31])=[O:18])=[CH:13][CH:12]=2)[CH2:7][CH2:6][CH2:5][CH2:4][CH2:3][CH2:2]1.C(N(CC)CC)C.[F:39][C:40]([F:53])([F:52])[S:41](O[S:41]([C:40]([F:53])([F:52])[F:39])(=[O:43])=[O:42])(=[O:43])=[O:42]. The catalyst is ClCCl.C(=O)(O)[O-].[Na+]. The product is [N:1]1([CH2:8][CH2:9][O:10][C:11]2[CH:16]=[CH:15][C:14]([C:17]([C:19]3[C:28]4[C:23](=[CH:24][C:25]([O:29][CH3:30])=[CH:26][CH:27]=4)[CH:22]=[CH:21][C:20]=3[O:31][S:41]([C:40]([F:53])([F:52])[F:39])(=[O:43])=[O:42])=[O:18])=[CH:13][CH:12]=2)[CH2:7][CH2:6][CH2:5][CH2:4][CH2:3][CH2:2]1. The yield is 0.960.